From a dataset of Reaction yield outcomes from USPTO patents with 853,638 reactions. Predict the reaction yield, written as a fraction of the theoretical maximum amount of product (1.0 means a 100% yield; for example, 0.34 means a 34% yield). (1) The yield is 0.870. The product is [CH2:10]1[O:11][C:3]2[CH:2]=[CH:1][C:6]([CH:7]([C:17]3[CH:16]=[CH:15][C:14]4[O:13][CH2:12][O:20][C:19]=4[CH:18]=3)[OH:8])=[CH:5][C:4]=2[O:9]1. The reactants are [CH:1]1[C:6]([CH:7]=[O:8])=[CH:5][C:4]2[O:9][CH2:10][O:11][C:3]=2[CH:2]=1.[CH2:12]1[O:20][C:19]2[C:14](=[CH:15][CH:16]=[C-:17][CH:18]=2)[O:13]1.[Mg+2].[Br-]. The catalyst is ClCCl. (2) The reactants are CN(C(ON1N=NC2C=CC=NC1=2)=[N+](C)C)C.F[P-](F)(F)(F)(F)F.C(N(CC)CC)C.[F:32][C:33]([F:44])([F:43])[C:34]1[CH:35]=[C:36]([CH:40]=[CH:41][CH:42]=1)[C:37]([OH:39])=O.[CH3:45][N:46]1[C:50]([C:51]2[CH:52]=[C:53]([NH2:65])[CH:54]=[CH:55][C:56]=2[O:57][CH2:58][CH2:59][N:60]2[CH2:64][CH2:63][CH2:62][CH2:61]2)=[CH:49][CH:48]=[N:47]1. The catalyst is CN(C=O)C. The product is [CH3:45][N:46]1[C:50]([C:51]2[CH:52]=[C:53]([NH:65][C:37](=[O:39])[C:36]3[CH:40]=[CH:41][CH:42]=[C:34]([C:33]([F:32])([F:44])[F:43])[CH:35]=3)[CH:54]=[CH:55][C:56]=2[O:57][CH2:58][CH2:59][N:60]2[CH2:64][CH2:63][CH2:62][CH2:61]2)=[CH:49][CH:48]=[N:47]1. The yield is 0.460. (3) The reactants are [H-].[Na+].[F:3][C:4]([F:21])([F:20])[C:5]1[N:10]=[CH:9][C:8]([O:11][C:12]2[CH:19]=[CH:18][C:15]([CH:16]=O)=[CH:14][CH:13]=2)=[CH:7][N:6]=1.[CH2:22]1COCC1. The catalyst is [Br-].C[P+](C1C=CC=CC=1)(C1C=CC=CC=1)C1C=CC=CC=1. The product is [CH:16]([C:15]1[CH:18]=[CH:19][C:12]([O:11][C:8]2[CH:7]=[N:6][C:5]([C:4]([F:21])([F:20])[F:3])=[N:10][CH:9]=2)=[CH:13][CH:14]=1)=[CH2:22]. The yield is 0.604. (4) The reactants are [Cl:1][C:2]1[C:7]([C:8]([OH:10])=O)=[CH:6][N:5]=[C:4]([Cl:11])[CH:3]=1.S(Cl)(Cl)=O.[CH3:16][N:17]([CH3:25])[CH:18]=[CH:19][C:20]([O:22][CH2:23][CH3:24])=[O:21].C(N(CC)CC)C. The yield is 0.540. The product is [CH2:23]([O:22][C:20](=[O:21])[C:19]([C:8](=[O:10])[C:7]1[C:2]([Cl:1])=[CH:3][C:4]([Cl:11])=[N:5][CH:6]=1)=[CH:18][N:17]([CH3:25])[CH3:16])[CH3:24]. No catalyst specified. (5) The reactants are [O:1]1[CH2:5][CH2:4][O:3][CH:2]1[CH2:6][C:7]1[CH:15]=[CH:14][C:10]([C:11](O)=[O:12])=[CH:9][CH:8]=1.CSC.B. The catalyst is C1COCC1. The product is [O:1]1[CH2:5][CH2:4][O:3][CH:2]1[CH2:6][C:7]1[CH:15]=[CH:14][C:10]([CH2:11][OH:12])=[CH:9][CH:8]=1. The yield is 0.980. (6) The catalyst is C1(C)C=CC=CC=1.C(=O)([O-])[O-].[Na+].[Na+].C(OCC)(=O)C.C1C=CC([P]([Pd]([P](C2C=CC=CC=2)(C2C=CC=CC=2)C2C=CC=CC=2)([P](C2C=CC=CC=2)(C2C=CC=CC=2)C2C=CC=CC=2)[P](C2C=CC=CC=2)(C2C=CC=CC=2)C2C=CC=CC=2)(C2C=CC=CC=2)C2C=CC=CC=2)=CC=1. The yield is 0.500. The product is [CH3:9][O:8][C:6]1[C:5]([OH:10])=[C:4]([CH3:11])[N:3]=[C:2]([C:15]2[C:14]([O:13][CH3:12])=[CH:19][C:18]([CH3:20])=[CH:17][C:16]=2[CH3:21])[N:7]=1. The reactants are Cl[C:2]1[N:7]=[C:6]([O:8][CH3:9])[C:5]([OH:10])=[C:4]([CH3:11])[N:3]=1.[CH3:12][O:13][C:14]1[CH:19]=[C:18]([CH3:20])[CH:17]=[C:16]([CH3:21])[C:15]=1B(O)O. (7) The reactants are [F:1][C:2]1[C:7]([NH2:8])=[C:6]([CH3:9])[C:5]([B:10]2[O:14][C:13]([CH3:16])([CH3:15])[C:12]([CH3:18])([CH3:17])[O:11]2)=[CH:4][CH:3]=1.C(Cl)Cl.[S:22]1[C:26]([C:27](Cl)=[O:28])=[CH:25][C:24]2[CH:30]=[CH:31][CH:32]=[CH:33][C:23]1=2.Cl. The catalyst is N1C=CC=CC=1. The product is [F:1][C:2]1[C:7]([NH:8][C:27]([C:26]2[S:22][C:23]3[CH:33]=[CH:32][CH:31]=[CH:30][C:24]=3[CH:25]=2)=[O:28])=[C:6]([CH3:9])[C:5]([B:10]2[O:14][C:13]([CH3:16])([CH3:15])[C:12]([CH3:18])([CH3:17])[O:11]2)=[CH:4][CH:3]=1. The yield is 0.990. (8) The product is [NH2:1][C:2]1[O:21][C:13]([C:11]2[O:10][CH:9]=[CH:8][CH:12]=2)=[C:14]([C:16]2[O:20][CH:19]=[CH:18][CH:17]=2)[N:3]=1. The yield is 0.311. The catalyst is C(O)C. The reactants are [N:1]#[C:2][NH2:3].[O-]CC.[Na+].[CH:8]1[CH:12]=[C:11]([CH:13]([OH:21])[C:14]([C:16]2[O:20][CH:19]=[CH:18][CH:17]=2)=O)[O:10][CH:9]=1.O.